Dataset: Forward reaction prediction with 1.9M reactions from USPTO patents (1976-2016). Task: Predict the product of the given reaction. The product is: [C:1]([C:3]1([C:16]2[N:21]=[CH:20][C:19]([C:22]3[CH:30]=[CH:29][C:28]4[N:27]5[C:31](=[O:39])[O:32][C@@H:33]([CH2:34][NH:35][C:36](=[O:38])[CH3:37])[C@@H:26]5[CH2:25][C:24]=4[CH:23]=3)=[CH:18][CH:17]=2)[C@H:4]2[C@@H:8]1[CH2:7][N:6]([C:9](=[O:15])[CH2:10][OH:11])[CH2:5]2)#[N:2]. Given the reactants [C:1]([C:3]1([C:16]2[N:21]=[CH:20][C:19]([C:22]3[CH:30]=[CH:29][C:28]4[N:27]5[C:31](=[O:39])[O:32][C@@H:33]([CH2:34][NH:35][C:36](=[O:38])[CH3:37])[C@@H:26]5[CH2:25][C:24]=4[CH:23]=3)=[CH:18][CH:17]=2)[C@H:8]2[C@@H:4]1[CH2:5][N:6]([C:9](=[O:15])[CH2:10][O:11]C(=O)C)[CH2:7]2)#[N:2].C([O-])([O-])=O.[K+].[K+], predict the reaction product.